Dataset: Catalyst prediction with 721,799 reactions and 888 catalyst types from USPTO. Task: Predict which catalyst facilitates the given reaction. (1) Reactant: [O:1]1[C:5]([C:6](Cl)=[O:7])=[CH:4][CH:3]=[N:2]1.[NH2:9][C:10]1([C:13]([NH:15][CH2:16][C:17]2[CH:22]=[CH:21][C:20]([NH:23][C:24]3[CH:29]=[CH:28][CH:27]=[CH:26][C:25]=3[C:30]([F:33])([F:32])[F:31])=[CH:19][CH:18]=2)=[O:14])[CH2:12][CH2:11]1.C(N(CC)CC)C. Product: [F:31][C:30]([F:32])([F:33])[C:25]1[CH:26]=[CH:27][CH:28]=[CH:29][C:24]=1[NH:23][C:20]1[CH:19]=[CH:18][C:17]([CH2:16][NH:15][C:13]([C:10]2([NH:9][C:6]([C:5]3[O:1][N:2]=[CH:3][CH:4]=3)=[O:7])[CH2:11][CH2:12]2)=[O:14])=[CH:22][CH:21]=1. The catalyst class is: 3. (2) Reactant: C([O:3][C:4](=O)[CH2:5][C:6]([C@@H:8]1[CH2:13][CH2:12][N:11]([C:14]([O:16][CH3:17])=[O:15])[C@@H:10]([CH2:18][C:19]2[CH:24]=[C:23]([C:25]([F:28])([F:27])[F:26])[CH:22]=[C:21]([F:29])[CH:20]=2)[CH2:9]1)=[O:7])C.[OH-].[Na+].[NH2:33]O.Cl. Product: [F:29][C:21]1[CH:20]=[C:19]([CH:24]=[C:23]([C:25]([F:28])([F:27])[F:26])[CH:22]=1)[CH2:18][C@H:10]1[CH2:9][C@H:8]([C:6]2[O:7][NH:33][C:4](=[O:3])[CH:5]=2)[CH2:13][CH2:12][N:11]1[C:14]([O:16][CH3:17])=[O:15]. The catalyst class is: 24. (3) Product: [CH3:1][C:2]([O:4][C:5]1[S:9][C:8]2[CH2:10][CH2:11][N:12]([CH:14]([C:22]([CH:24]3[CH2:26][CH2:25]3)=[O:23])[C:15]3[CH:16]=[CH:17][CH:18]=[CH:19][C:20]=3[F:21])[CH2:13][C:7]=2[CH:6]=1)=[O:3].[ClH:27]. The catalyst class is: 32. Reactant: [CH3:1][C:2]([O:4][C:5]1[S:9][C:8]2[CH2:10][CH2:11][N:12]([CH:14]([C:22]([CH:24]3[CH2:26][CH2:25]3)=[O:23])[C:15]3[CH:16]=[CH:17][CH:18]=[CH:19][C:20]=3[F:21])[CH2:13][C:7]=2[CH:6]=1)=[O:3].[Cl:27]CCl.Cl. (4) Reactant: Cl.O1CCOCC1.[Br:8][C:9]1[CH:14]=[CH:13][CH:12]=[C:11]([Cl:15])[C:10]=1[N:16](C(OC(C)(C)C)=O)[NH:17]C(OC(C)(C)C)=O. Product: [ClH:15].[Br:8][C:9]1[CH:14]=[CH:13][CH:12]=[C:11]([Cl:15])[C:10]=1[NH:16][NH2:17]. The catalyst class is: 41.